The task is: Predict the reactants needed to synthesize the given product.. This data is from Full USPTO retrosynthesis dataset with 1.9M reactions from patents (1976-2016). (1) The reactants are: [CH:1]([OH:4])([CH3:3])[CH3:2].[H-].[Na+].Cl[C:8]1[N:9]=[C:10]([C:18]2[CH:23]=[CH:22][CH:21]=[C:20]([C:24]([F:27])([F:26])[F:25])[CH:19]=2)[C:11]2[S:16][C:15]([CH3:17])=[CH:14][C:12]=2[N:13]=1. Given the product [CH:1]([O:4][C:8]1[N:9]=[C:10]([C:18]2[CH:23]=[CH:22][CH:21]=[C:20]([C:24]([F:25])([F:27])[F:26])[CH:19]=2)[C:11]2[S:16][C:15]([CH3:17])=[CH:14][C:12]=2[N:13]=1)([CH3:3])[CH3:2], predict the reactants needed to synthesize it. (2) Given the product [NH2:32][C@H:24]([C:73]([NH2:71])=[O:74])[CH:25]([CH3:13])[CH3:20].[CH2:14]1[CH2:19][CH2:18][CH2:17][CH2:16][CH2:15]1, predict the reactants needed to synthesize it. The reactants are: N1(C(OC[CH:13]2[C:25]3[C:20](=CC=C[CH:24]=3)[C:19]3[C:14]2=[CH:15][CH:16]=[CH:17][CH:18]=3)=O)CCC[C@H]1C(O)=O.C1C=CC2N(O)N=[N:32]C=2C=1.C(N=C=NC(C)C)(C)C.N1(C(OCC2C3C(=CC=CC=3)C3C2=CC=CC=3)=O)CCC[C@H]1C(O)=O.C[N:71]([CH:73]=[O:74])C. (3) Given the product [F:31][C:28]([F:29])([F:30])[C:23]1[CH:24]=[CH:25][CH:26]=[CH:27][C:22]=1[CH2:21][CH:19]1[CH2:20][N:17]([C:14]2[N:13]=[N:12][C:11]([C:8]3[O:7][C:6]([CH2:5][OH:4])=[N:10][N:9]=3)=[CH:16][CH:15]=2)[CH2:18]1, predict the reactants needed to synthesize it. The reactants are: C([O:4][CH2:5][C:6]1[O:7][C:8]([C:11]2[N:12]=[N:13][C:14]([N:17]3[CH2:20][CH:19]([CH2:21][C:22]4[CH:27]=[CH:26][CH:25]=[CH:24][C:23]=4[C:28]([F:31])([F:30])[F:29])[CH2:18]3)=[CH:15][CH:16]=2)=[N:9][N:10]=1)(=O)C.O.NN. (4) Given the product [Cl:8][C:7]1[CH:6]=[CH:5][CH:4]=[C:3]([N+:9]([O-:11])=[O:10])[C:2]=1[NH:13][CH3:12], predict the reactants needed to synthesize it. The reactants are: F[C:2]1[C:7]([Cl:8])=[CH:6][CH:5]=[CH:4][C:3]=1[N+:9]([O-:11])=[O:10].[CH3:12][NH2:13]. (5) Given the product [F:10][C:11]1[CH:24]=[C:23]([N:4]2[CH:5]=[C:6]([CH3:8])[CH:7]=[C:2]([CH3:1])[C:3]2=[O:9])[CH:22]=[CH:21][C:12]=1[CH2:13][N:14]1[CH2:15][CH2:16][N:17]([CH3:20])[CH2:18][CH2:19]1, predict the reactants needed to synthesize it. The reactants are: [CH3:1][C:2]1[C:3](=[O:9])[NH:4][CH:5]=[C:6]([CH3:8])[CH:7]=1.[F:10][C:11]1[CH:24]=[C:23](I)[CH:22]=[CH:21][C:12]=1[CH2:13][N:14]1[CH2:19][CH2:18][N:17]([CH3:20])[CH2:16][CH2:15]1.C([O-])([O-])=O.[K+].[K+].CN(C=O)C. (6) Given the product [F:19][C:17]1[CH:16]=[CH:15][C:13]2[N:14]=[C:10]([C:8]3[N:7]=[C:5]4[N:4]([CH:9]=3)[N:3]=[C:2]([O:21][CH3:20])[S:6]4)[S:11][C:12]=2[CH:18]=1, predict the reactants needed to synthesize it. The reactants are: Br[C:2]1[S:6][C:5]2=[N:7][C:8]([C:10]3[S:11][C:12]4[CH:18]=[C:17]([F:19])[CH:16]=[CH:15][C:13]=4[N:14]=3)=[CH:9][N:4]2[N:3]=1.[CH3:20][O-:21].[Na+].Cl. (7) The reactants are: [NH2:1][C:2]1[CH:3]=[C:4]([CH:25]=[CH:26][C:27]=1[NH2:28])[C:5]([NH:7][N:8]=[C:9]([C:11]1[C:15]([OH:16])=[C:14]([C:17]2[CH:22]=[CH:21][C:20]([Cl:23])=[C:19]([Cl:24])[CH:18]=2)[S:13][CH:12]=1)[CH3:10])=[O:6].CC(C)([O-])C.[Na+].C1N=CN([C:40](N2C=NC=C2)=[S:41])C=1.Cl. Given the product [Cl:24][C:19]1[CH:18]=[C:17]([C:14]2[S:13][CH:12]=[C:11]([C:9](=[N:8][NH:7][C:5]([C:4]3[CH:25]=[CH:26][C:27]4[NH:28][C:40](=[S:41])[NH:1][C:2]=4[CH:3]=3)=[O:6])[CH3:10])[C:15]=2[OH:16])[CH:22]=[CH:21][C:20]=1[Cl:23], predict the reactants needed to synthesize it. (8) The reactants are: Cl[C:2]1[N:6]([CH3:7])[N:5]=[C:4]([C:8]2[CH:13]=[CH:12][CH:11]=[CH:10][N:9]=2)[C:3]=1[CH:14]([C:21]1[CH:30]=[CH:29][C:24]([C:25]([O:27][CH3:28])=[O:26])=[CH:23][C:22]=1[CH3:31])[CH2:15][CH2:16][C:17]([O:19][CH3:20])=[O:18].[K].[CH2:33]([O:35][C:36]([CH2:38]C([O-])=O)=[O:37])[CH3:34].C1(P(C2CCCCC2)C2C=CC=CC=2C2C(OC(C)C)=CC=CC=2OC(C)C)CCCCC1. Given the product [CH2:33]([O:35][C:36](=[O:37])[CH2:38][C:2]1[N:6]([CH3:7])[N:5]=[C:4]([C:8]2[CH:13]=[CH:12][CH:11]=[CH:10][N:9]=2)[C:3]=1[CH:14]([C:21]1[CH:30]=[CH:29][C:24]([C:25]([O:27][CH3:28])=[O:26])=[CH:23][C:22]=1[CH3:31])[CH2:15][CH2:16][C:17]([O:19][CH3:20])=[O:18])[CH3:34], predict the reactants needed to synthesize it. (9) The reactants are: [CH2:1]([NH2:8])[C:2]1[CH:7]=[CH:6][CH:5]=[CH:4][CH:3]=1.[CH2:9]([N:16]1[CH2:20][CH2:19][CH:18]([C:21](=O)[CH2:22][F:23])[C:17]1=[O:25])[C:10]1[CH:15]=[CH:14][CH:13]=[CH:12][CH:11]=1.C(O[BH-](OC(=O)C)OC(=O)C)(=O)C.[Na+]. Given the product [CH2:9]([N:16]1[CH2:20][CH2:19][CH:18]([CH:21]([NH:8][CH2:1][C:2]2[CH:7]=[CH:6][CH:5]=[CH:4][CH:3]=2)[CH2:22][F:23])[C:17]1=[O:25])[C:10]1[CH:15]=[CH:14][CH:13]=[CH:12][CH:11]=1, predict the reactants needed to synthesize it.